From a dataset of Reaction yield outcomes from USPTO patents with 853,638 reactions. Predict the reaction yield, written as a fraction of the theoretical maximum amount of product (1.0 means a 100% yield; for example, 0.34 means a 34% yield). (1) The reactants are [N+:1]([C:4]1[CH:9]=[CH:8][C:7]([CH:10]=[CH:11][CH2:12]O)=[CH:6][CH:5]=1)([O-:3])=[O:2].N1C=CC=CC=1.S(Cl)(Cl)=O.[NH:24]1[CH2:29][CH2:28][O:27][CH2:26][CH2:25]1. The catalyst is C(Cl)Cl.C(OCC)C. The product is [N+:1]([C:4]1[CH:5]=[CH:6][C:7](/[CH:10]=[CH:11]/[CH2:12][N:24]2[CH2:29][CH2:28][O:27][CH2:26][CH2:25]2)=[CH:8][CH:9]=1)([O-:3])=[O:2]. The yield is 0.420. (2) The reactants are [Br:1][C:2]1[CH:13]=[CH:12][C:5]([CH:6]=NC(C)(C)C)=[C:4](F)[CH:3]=1.[C:15]([O:19][C:20]([N:22]1[CH2:25][CH:24]([OH:26])[CH2:23]1)=[O:21])([CH3:18])([CH3:17])[CH3:16].[H-].[Na+].C([O-])([O-])=[O:30].[Na+].[Na+]. The catalyst is CC(O)=O.O.C1COCC1.CN(C=O)C. The product is [C:15]([O:19][C:20]([N:22]1[CH2:25][CH:24]([O:26][C:4]2[CH:3]=[C:2]([Br:1])[CH:13]=[CH:12][C:5]=2[CH:6]=[O:30])[CH2:23]1)=[O:21])([CH3:18])([CH3:16])[CH3:17]. The yield is 0.820. (3) The reactants are [CH:1]1[CH:10]=[N:9][C:8]2[C:3](=[C:4]([N+:12]([O-:14])=[O:13])[CH:5]=[CH:6][C:7]=2[OH:11])[CH:2]=1.[OH:15][CH2:16][CH2:17][N:18]1[CH2:22][CH2:21][CH2:20][CH2:19]1. The catalyst is C1COCC1. The product is [CH:1]1[CH:10]=[N:9][C:8]2[C:3](=[C:4]([N+:12]([O-:14])=[O:13])[CH:5]=[CH:6][C:7]=2[OH:11])[CH:2]=1.[OH:15][CH2:16][CH2:17][N:18]1[CH2:22][CH2:21][CH2:20][CH2:19]1. The yield is 0.500. (4) The reactants are [CH3:1][C:2]([O:4][Na])=[O:3].[CH3:6][O:7][C:8]1[CH:13]=[CH:12][C:11]([O:14][CH3:15])=[CH:10][C:9]=1C(=O)C.OO.C([O-])([O-])=O.[K+].[K+]. The catalyst is C(O)(=O)C.CCOCC.O. The product is [C:2]([O:4][C:12]1[CH:13]=[C:8]([O:7][CH3:6])[CH:9]=[CH:10][C:11]=1[O:14][CH3:15])(=[O:3])[CH3:1]. The yield is 0.280. (5) The reactants are [Cl:1][C:2]1[CH:3]=[CH:4][C:5]([S:14](=[O:17])(=[O:16])[NH2:15])=[C:6]([CH2:8][CH2:9][NH:10]C(=O)C)[CH:7]=1.[OH-].[K+].Cl. The product is [NH2:10][CH2:9][CH2:8][C:6]1[CH:7]=[C:2]([Cl:1])[CH:3]=[CH:4][C:5]=1[S:14]([NH2:15])(=[O:17])=[O:16]. No catalyst specified. The yield is 0.850.